Dataset: Reaction yield outcomes from USPTO patents with 853,638 reactions. Task: Predict the reaction yield, written as a fraction of the theoretical maximum amount of product (1.0 means a 100% yield; for example, 0.34 means a 34% yield). (1) The reactants are [C:1]1([CH2:11][C:12]([OH:14])=[O:13])([CH2:7][C:8]([OH:10])=O)[CH2:6][CH2:5][CH2:4][CH2:3][CH2:2]1.C(OC(=O)C)(=O)C. No catalyst specified. The product is [C:1]12([CH2:7][C:8](=[O:10])[O:14][C:12](=[O:13])[CH2:11]1)[CH2:2][CH2:3][CH2:4][CH2:5][CH2:6]2. The yield is 0.990. (2) The product is [CH2:11]([C@H:9]([NH:10][CH2:20][CH2:19][CH2:25][S:22]([OH:24])(=[O:23])=[O:21])[C:8]([NH:7][CH:1]1[CH2:6][CH2:5][CH2:4][CH2:3][CH2:2]1)=[O:18])[C:12]1[CH:13]=[CH:14][CH:15]=[CH:16][CH:17]=1. The catalyst is O1CCCC1. The yield is 0.390. The reactants are [CH:1]1([NH:7][C:8](=[O:18])[C@H:9]([CH2:11][C:12]2[CH:17]=[CH:16][CH:15]=[CH:14][CH:13]=2)[NH2:10])[CH2:6][CH2:5][CH2:4][CH2:3][CH2:2]1.[CH2:19]1[CH2:25][S:22](=[O:24])(=[O:23])[O:21][CH2:20]1. (3) The reactants are O.[OH-].[Li+].[F:4][C:5]1[CH:10]=[CH:9][C:8]([C:11]([NH:13][C@H:14]([C:25]([O:27]CC2C=CC=CC=2)=[O:26])[C@@H:15]([CH3:24])[O:16][CH2:17][C:18]2[CH:23]=[CH:22][CH:21]=[CH:20][CH:19]=2)=[O:12])=[C:7]([NH:35][C:36]([NH:38][C:39]2[C:44]([CH3:45])=[CH:43][C:42]([CH3:46])=[CH:41][C:40]=2[CH3:47])=[O:37])[CH:6]=1.O.Cl. The catalyst is O1CCOCC1. The product is [F:4][C:5]1[CH:10]=[CH:9][C:8]([C:11]([NH:13][C@H:14]([C:25]([OH:27])=[O:26])[C@@H:15]([CH3:24])[O:16][CH2:17][C:18]2[CH:19]=[CH:20][CH:21]=[CH:22][CH:23]=2)=[O:12])=[C:7]([NH:35][C:36]([NH:38][C:39]2[C:44]([CH3:45])=[CH:43][C:42]([CH3:46])=[CH:41][C:40]=2[CH3:47])=[O:37])[CH:6]=1. The yield is 0.100. (4) The reactants are [H-].[Na+].[Cl:3][C:4]1[CH:9]=[C:8]([NH2:10])[C:7]([I:11])=[CH:6][N:5]=1.[F:12][C:13]1([CH2:26]OS(C2C=CC(C)=CC=2)(=O)=O)[CH2:18][CH2:17][N:16]([C:19]([O:21][C:22]([CH3:25])([CH3:24])[CH3:23])=[O:20])[CH2:15][CH2:14]1. The catalyst is CN(C=O)C. The product is [Cl:3][C:4]1[CH:9]=[C:8]([NH:10][CH2:26][C:13]2([F:12])[CH2:14][CH2:15][N:16]([C:19]([O:21][C:22]([CH3:25])([CH3:24])[CH3:23])=[O:20])[CH2:17][CH2:18]2)[C:7]([I:11])=[CH:6][N:5]=1. The yield is 0.130. (5) The reactants are F[C:2]1[N:18]=[CH:17][CH:16]=[CH:15][C:3]=1[C:4]([NH:6][CH2:7][CH2:8][C:9]1[CH:14]=[CH:13][CH:12]=[CH:11][CH:10]=1)=[O:5].[CH2:19]([OH:23])[CH2:20][CH2:21][CH3:22].C[Si]([N-][Si](C)(C)C)(C)C.[K+]. No catalyst specified. The product is [CH2:19]([O:23][C:2]1[N:18]=[CH:17][CH:16]=[CH:15][C:3]=1[C:4]([NH:6][CH2:7][CH2:8][C:9]1[CH:14]=[CH:13][CH:12]=[CH:11][CH:10]=1)=[O:5])[CH2:20][CH2:21][CH3:22]. The yield is 0.865.